From a dataset of Full USPTO retrosynthesis dataset with 1.9M reactions from patents (1976-2016). Predict the reactants needed to synthesize the given product. (1) Given the product [F:1][C:2]1[CH:7]=[CH:6][CH:5]=[CH:4][C:3]=1[C:8]1[C:13]([C:14]#[N:15])=[C:12]([C:16]2[CH:21]=[CH:20][C:19]([O:22][CH3:23])=[CH:18][CH:17]=2)[N:11]=[C:10]2[NH:24][N:25]=[C:26]([CH3:27])[C:9]=12, predict the reactants needed to synthesize it. The reactants are: [F:1][C:2]1[CH:7]=[CH:6][CH:5]=[CH:4][C:3]=1[CH:8]1[C:13]([C:14]#[N:15])=[C:12]([C:16]2[CH:21]=[CH:20][C:19]([O:22][CH3:23])=[CH:18][CH:17]=2)[NH:11][C:10]2[NH:24][N:25]=[C:26]([CH3:27])[C:9]1=2. (2) Given the product [Cl:1][C:2]1[CH:3]=[C:4]([NH:8][C:9]2[N:13]=[C:12]([C:14]3[CH:19]=[CH:18][N:17]=[C:16]([NH:28][CH2:26][CH3:27])[CH:15]=3)[N:11]([CH2:21][C@@H:22]([OH:25])[CH2:23][CH3:24])[N:10]=2)[CH:5]=[CH:6][CH:7]=1, predict the reactants needed to synthesize it. The reactants are: [Cl:1][C:2]1[CH:3]=[C:4]([NH:8][C:9]2[N:13]=[C:12]([C:14]3[CH:19]=[CH:18][N:17]=[C:16](Cl)[CH:15]=3)[N:11]([CH2:21][CH:22]([OH:25])[CH2:23][CH3:24])[N:10]=2)[CH:5]=[CH:6][CH:7]=1.[CH2:26]([NH2:28])[CH3:27]. (3) Given the product [F:29][C:30]([F:41])([F:40])[C:31]([NH:2][CH2:3][CH2:4][C@@H:5]([C:7]1[S:8][CH:9]=[CH:10][CH:11]=1)[O:6][Si:23]([CH2:26][CH3:27])([CH2:24][CH3:25])[CH2:21][CH3:22])=[O:32], predict the reactants needed to synthesize it. The reactants are: Cl.[NH2:2][CH2:3][CH2:4][C@@H:5]([C:7]1[S:8][CH:9]=[CH:10][CH:11]=1)[OH:6].C(N(C(C)C)CC)(C)C.[CH2:21]([Si:23](Cl)([CH2:26][CH3:27])[CH2:24][CH3:25])[CH3:22].[F:29][C:30]([F:41])([F:40])[C:31](O[C:31](=[O:32])[C:30]([F:41])([F:40])[F:29])=[O:32].